From a dataset of Full USPTO retrosynthesis dataset with 1.9M reactions from patents (1976-2016). Predict the reactants needed to synthesize the given product. (1) Given the product [F:13][C:2]([F:1])([F:12])[C:3]1[C:11]2[CH2:10][CH2:9][CH2:8][CH2:7][C:6]=2[N:5]([CH2:23][C:24]2[CH:33]=[CH:32][CH:31]=[CH:30][C:25]=2[C:26]([O:28][CH3:29])=[O:27])[N:4]=1, predict the reactants needed to synthesize it. The reactants are: [F:1][C:2]([F:13])([F:12])[C:3]1[C:11]2[CH2:10][CH2:9][CH2:8][CH2:7][C:6]=2[NH:5][N:4]=1.CC(C)([O-])C.[K+].[I-].[K+].Br[CH2:23][C:24]1[CH:33]=[CH:32][CH:31]=[CH:30][C:25]=1[C:26]([O:28][CH3:29])=[O:27]. (2) Given the product [F:1][C:2]1[CH:17]=[CH:16][CH:15]=[CH:14][C:3]=1[CH2:4][C:5]1[C:9]2=[N:10][CH:11]=[CH:12][CH:13]=[C:8]2[N:7]([C:19]2[N:24]=[C:23]([NH2:25])[N:22]=[C:21]([NH2:26])[N:20]=2)[N:6]=1, predict the reactants needed to synthesize it. The reactants are: [F:1][C:2]1[CH:17]=[CH:16][CH:15]=[CH:14][C:3]=1[CH2:4][C:5]1[C:9]2=[N:10][CH:11]=[CH:12][CH:13]=[C:8]2[NH:7][N:6]=1.Cl[C:19]1[N:24]=[C:23]([NH2:25])[N:22]=[C:21]([NH2:26])[N:20]=1.C1(P(C2CCCCC2)C2C=CC=CC=2C2C(C(C)C)=CC(C(C)C)=CC=2C(C)C)CCCCC1.C(=O)([O-])[O-].[Cs+].[Cs+].